Dataset: Full USPTO retrosynthesis dataset with 1.9M reactions from patents (1976-2016). Task: Predict the reactants needed to synthesize the given product. Given the product [NH2:11][C@@H:3]([CH2:4][C:5]1[CH:10]=[CH:9][CH:8]=[CH:7][CH:6]=1)[C:2]([NH:19][C:20]1[N:21]=[C:22]([C:25]2[CH:30]=[CH:29][N:28]=[CH:27][CH:26]=2)[S:23][CH:24]=1)=[O:1], predict the reactants needed to synthesize it. The reactants are: [O:1]=[C:2]([NH:19][C:20]1[N:21]=[C:22]([C:25]2[CH:30]=[CH:29][N:28]=[CH:27][CH:26]=2)[S:23][CH:24]=1)[C@@H:3]([NH:11]C(=O)OC(C)(C)C)[CH2:4][C:5]1[CH:10]=[CH:9][CH:8]=[CH:7][CH:6]=1.Cl.C([O-])(O)=O.[Na+].